Dataset: Catalyst prediction with 721,799 reactions and 888 catalyst types from USPTO. Task: Predict which catalyst facilitates the given reaction. (1) Reactant: [Br:1][C:2]1[CH:10]=[CH:9][C:8]([CH3:11])=[C:7]2[C:3]=1[C:4]([CH2:12][CH2:13][OH:14])=[CH:5][NH:6]2.N1C=CN=C1.[Si:20](Cl)([C:23]([CH3:26])([CH3:25])[CH3:24])([CH3:22])[CH3:21]. Product: [Br:1][C:2]1[CH:10]=[CH:9][C:8]([CH3:11])=[C:7]2[C:3]=1[C:4]([CH2:12][CH2:13][O:14][Si:20]([C:23]([CH3:26])([CH3:25])[CH3:24])([CH3:22])[CH3:21])=[CH:5][NH:6]2. The catalyst class is: 31. (2) Product: [F:14][C:3]1[CH:2]=[N:1][C:10]2[C:5]([CH:4]=1)=[CH:6][CH:7]=[CH:8][CH:9]=2. The catalyst class is: 6. Reactant: [N:1]1[C:10]2[C:5](=[CH:6][CH:7]=[CH:8][CH:9]=2)[CH:4]=[C:3](N)[CH:2]=1.[H+].[B-](F)(F)(F)[F:14].N([O-])=O.[Na+]. (3) Reactant: C([O:3][C:4](=O)[C:5]([F:17])([F:16])[C:6]1[CH:7]=[C:8]2[C:13](=[CH:14][CH:15]=1)[N:12]=[CH:11][CH:10]=[CH:9]2)C.O.[NH2:20][NH2:21]. Product: [F:16][C:5]([F:17])([C:6]1[CH:7]=[C:8]2[C:13](=[CH:14][CH:15]=1)[N:12]=[CH:11][CH:10]=[CH:9]2)[C:4]([NH:20][NH2:21])=[O:3]. The catalyst class is: 5. (4) Reactant: [CH3:1][C:2]([CH3:23])([CH3:22])[CH:3]([C:5]1[CH:10]=[CH:9][C:8]([C:11]2[CH:16]=[CH:15][C:14]([O:17][C:18]([F:21])([F:20])[F:19])=[CH:13][CH:12]=2)=[CH:7][N:6]=1)[OH:4].CC(OI1(OC(C)=O)(OC(C)=O)OC(=O)C2C=CC=CC1=2)=O. Product: [CH3:1][C:2]([CH3:23])([CH3:22])[C:3]([C:5]1[CH:10]=[CH:9][C:8]([C:11]2[CH:16]=[CH:15][C:14]([O:17][C:18]([F:21])([F:19])[F:20])=[CH:13][CH:12]=2)=[CH:7][N:6]=1)=[O:4]. The catalyst class is: 2. (5) Reactant: O=P(Cl)(Cl)Cl.[CH:6]([C:9]1[NH:10][C:11]2[C:16]([CH:17]=1)=[CH:15][CH:14]=[C:13]([N+:18]([O-:20])=[O:19])[CH:12]=2)([CH3:8])[CH3:7].CN([CH:24]=[O:25])C. Product: [CH:6]([C:9]1[NH:10][C:11]2[C:16]([C:17]=1[CH:24]=[O:25])=[CH:15][CH:14]=[C:13]([N+:18]([O-:20])=[O:19])[CH:12]=2)([CH3:8])[CH3:7]. The catalyst class is: 25. (6) Reactant: [N+:1]([C:4]1[C:5](O)=[N:6][CH:7]=[C:8]([Cl:10])[CH:9]=1)([O-:3])=[O:2].P(Cl)(Cl)(Cl)=O.C(=O)(O)[O-].[Na+].[Cu][C:23]#[N:24]. Product: [Cl:10][C:8]1[CH:9]=[C:4]([N+:1]([O-:3])=[O:2])[C:5]([C:23]#[N:24])=[N:6][CH:7]=1. The catalyst class is: 434. (7) Reactant: [Cl:1][C:2]1[N:12]=[C:11]2[C:5]([NH:6][C:7](=[O:19])[CH2:8][CH2:9][N:10]2[CH:13]2[CH2:18][CH2:17][CH2:16][CH2:15][CH2:14]2)=[CH:4][N:3]=1.[CH3:20]I.[H-].[Na+]. Product: [Cl:1][C:2]1[N:12]=[C:11]2[C:5]([N:6]([CH3:20])[C:7](=[O:19])[CH2:8][CH2:9][N:10]2[CH:13]2[CH2:18][CH2:17][CH2:16][CH2:15][CH2:14]2)=[CH:4][N:3]=1. The catalyst class is: 44.